The task is: Predict which catalyst facilitates the given reaction.. This data is from Catalyst prediction with 721,799 reactions and 888 catalyst types from USPTO. (1) Reactant: [C:1]([O:5][C:6]([N:8]1[CH2:12][C@H:11]([F:13])[CH2:10][C@H:9]1[C:14]([OH:16])=O)=[O:7])([CH3:4])([CH3:3])[CH3:2].ClC(N(C)C)=C(C)C.Cl.[Cl:26][C:27]1[CH:32]=[CH:31][CH:30]=[CH:29][C:28]=1[C:33]1[CH:38]=[CH:37][CH:36]=[C:35]([NH2:39])[C:34]=1[F:40].CCN(C(C)C)C(C)C. Product: [Cl:26][C:27]1[CH:32]=[CH:31][CH:30]=[CH:29][C:28]=1[C:33]1[CH:38]=[CH:37][CH:36]=[C:35]([NH:39][C:14]([C@@H:9]2[CH2:10][C@@H:11]([F:13])[CH2:12][N:8]2[C:6]([O:5][C:1]([CH3:2])([CH3:3])[CH3:4])=[O:7])=[O:16])[C:34]=1[F:40]. The catalyst class is: 2. (2) Reactant: Br[C:2]1[N:7]=[N:6][C:5]([NH2:8])=[N:4][CH:3]=1.[Br:9][C:10]1[CH:11]=[CH:12][C:13]([F:19])=[C:14](B(O)O)[CH:15]=1.C([O-])([O-])=O.[K+].[K+]. Product: [Br:9][C:10]1[CH:15]=[CH:14][C:13]([F:19])=[C:12]([C:2]2[N:7]=[N:6][C:5]([NH2:8])=[N:4][CH:3]=2)[CH:11]=1. The catalyst class is: 294.